Task: Predict the reactants needed to synthesize the given product.. Dataset: Full USPTO retrosynthesis dataset with 1.9M reactions from patents (1976-2016) (1) The reactants are: Br[CH2:2][C:3]1[CH:8]=[CH:7][C:6]([Cl:9])=[C:5]([C:10]([F:13])([F:12])[F:11])[CH:4]=1.[B-](F)(F)(F)[C:15]1[CH:20]=[CH:19][C:18]([CH:21]=[O:22])=[CH:17][CH:16]=1.[K+].C([O-])([O-])=O.[Cs+].[Cs+]. Given the product [Cl:9][C:6]1[CH:7]=[CH:8][C:3]([CH2:2][C:15]2[CH:20]=[CH:19][C:18]([CH:21]=[O:22])=[CH:17][CH:16]=2)=[CH:4][C:5]=1[C:10]([F:13])([F:12])[F:11], predict the reactants needed to synthesize it. (2) Given the product [CH2:7]([O:9][C:10]([C:12]1[N:13]([C:32]2[CH:37]=[CH:36][C:35]([O:38][CH:39]([CH3:41])[CH3:40])=[CH:34][CH:33]=2)[C:14]2[C:19]([CH:20]=1)=[CH:18][C:17]([C:21]1[CH:22]=[N:23][C:24]([O:27][CH:28]([CH3:29])[CH3:30])=[CH:25][CH:26]=1)=[CH:16][CH:15]=2)=[O:11])[CH3:8], predict the reactants needed to synthesize it. The reactants are: CNCCNC.[CH2:7]([O:9][C:10]([C:12]1[NH:13][C:14]2[C:19]([CH:20]=1)=[CH:18][C:17]([C:21]1[CH:22]=[N:23][C:24]([O:27][CH:28]([CH3:30])[CH3:29])=[CH:25][CH:26]=1)=[CH:16][CH:15]=2)=[O:11])[CH3:8].Br[C:32]1[CH:37]=[CH:36][C:35]([O:38][CH:39]([CH3:41])[CH3:40])=[CH:34][CH:33]=1.[O-]P([O-])([O-])=O.[K+].[K+].[K+].